The task is: Predict the product of the given reaction.. This data is from Forward reaction prediction with 1.9M reactions from USPTO patents (1976-2016). Given the reactants [NH2:1][CH:2]1[CH:11]([CH2:12][C:13]2[CH:18]=[CH:17][CH:16]=[CH:15][CH:14]=2)[C:10]2[CH:9]=[C:8]([CH2:19][NH:20][S:21]([CH2:24][CH:25]3[CH2:27][CH2:26]3)(=[O:23])=[O:22])[CH:7]=[CH:6][C:5]=2[CH2:4][CH2:3]1.[O:28]1[CH2:31][C:30](=O)[CH2:29]1.C[Si]([C:37]#[N:38])(C)C, predict the reaction product. The product is: [CH2:12]([CH:11]1[C:10]2[CH:9]=[C:8]([CH2:19][NH:20][S:21]([CH2:24][CH:25]3[CH2:27][CH2:26]3)(=[O:23])=[O:22])[CH:7]=[CH:6][C:5]=2[CH2:4][CH2:3][CH:2]1[NH:1][C:30]1([C:37]#[N:38])[CH2:31][O:28][CH2:29]1)[C:13]1[CH:18]=[CH:17][CH:16]=[CH:15][CH:14]=1.